From a dataset of Reaction yield outcomes from USPTO patents with 853,638 reactions. Predict the reaction yield, written as a fraction of the theoretical maximum amount of product (1.0 means a 100% yield; for example, 0.34 means a 34% yield). (1) The reactants are C[O-].[Na+].CC1C=CC(S([CH2:14][N+:15]#[C-:16])(=O)=O)=CC=1.[NH2:17][C:18]1[C:23]2=[C:24]([C:29]3[CH:34]=[CH:33][C:32]([NH:35][C:36]([NH:38][C:39]4[CH:44]=[C:43]([C:45]([F:48])([F:47])[F:46])[CH:42]=[CH:41][N:40]=4)=[O:37])=[C:31]([F:49])[CH:30]=3)[C:25]([CH:27]=[O:28])=[CH:26][N:22]2[N:21]=[CH:20][N:19]=1. The catalyst is CCOC(C)=O.CO.C1COCC1. The product is [NH2:17][C:18]1[C:23]2=[C:24]([C:29]3[CH:34]=[CH:33][C:32]([NH:35][C:36]([NH:38][C:39]4[CH:44]=[C:43]([C:45]([F:47])([F:46])[F:48])[CH:42]=[CH:41][N:40]=4)=[O:37])=[C:31]([F:49])[CH:30]=3)[C:25]([C:27]3[O:28][CH:16]=[N:15][CH:14]=3)=[CH:26][N:22]2[N:21]=[CH:20][N:19]=1. The yield is 0.330. (2) The reactants are [CH3:1][O:2][C:3]1[CH:4]=[C:5]([CH:19]=[CH:20][C:21]=1[O:22][CH3:23])[C:6]([N:8]1[C:17]2[C:12](=[CH:13][CH:14]=[CH:15][CH:16]=2)[CH:11](O)[CH2:10][CH2:9]1)=[O:7].[NH:24]1[C:32]2[C:27](=[CH:28][CH:29]=[CH:30][CH:31]=2)[CH2:26][CH2:25]1. No catalyst specified. The product is [N:24]1([CH:11]2[C:12]3[C:17](=[CH:16][CH:15]=[CH:14][CH:13]=3)[N:8]([C:6](=[O:7])[C:5]3[CH:19]=[CH:20][C:21]([O:22][CH3:23])=[C:3]([O:2][CH3:1])[CH:4]=3)[CH2:9][CH2:10]2)[C:32]2[C:27](=[CH:28][CH:29]=[CH:30][CH:31]=2)[CH2:26][CH2:25]1. The yield is 0.540. (3) The reactants are Br[C:2]1[CH:3]=[CH:4][C:5]2[N:6]([C:8]([C:12]3[S:13][C:14]([C:23]4[N:27]=[CH:26][N:25]([CH:28]5[CH2:33][CH2:32][CH2:31][CH2:30][O:29]5)[N:24]=4)=[C:15]([C:17]4[CH:22]=[CH:21][CH:20]=[CH:19][CH:18]=4)[N:16]=3)=[C:9]([CH3:11])[N:10]=2)[CH:7]=1.[CH:34]([B-](F)(F)F)=[CH2:35].[K+].C(=O)([O-])[O-].[Cs+].[Cs+].CCOC(C)=O. The catalyst is COCCOC.O. The product is [CH3:11][C:9]1[N:10]=[C:5]2[CH:4]=[CH:3][C:2]([CH:34]=[CH2:35])=[CH:7][N:6]2[C:8]=1[C:12]1[S:13][C:14]([C:23]2[N:27]=[CH:26][N:25]([CH:28]3[CH2:33][CH2:32][CH2:31][CH2:30][O:29]3)[N:24]=2)=[C:15]([C:17]2[CH:22]=[CH:21][CH:20]=[CH:19][CH:18]=2)[N:16]=1. The yield is 0.950. (4) The reactants are [CH3:1][C:2]1[S:6][C:5]([C:7](Cl)=[O:8])=[CH:4][CH:3]=1.[NH2:10][C:11]1[S:12][C:13]2[C:19]([N:20]3[CH2:25][CH2:24][O:23][CH2:22][CH2:21]3)=[CH:18][CH:17]=[C:16]([O:26][CH3:27])[C:14]=2[N:15]=1. No catalyst specified. The product is [CH3:27][O:26][C:16]1[C:14]2[N:15]=[C:11]([NH:10][C:7]([C:5]3[S:6][C:2]([CH3:1])=[CH:3][CH:4]=3)=[O:8])[S:12][C:13]=2[C:19]([N:20]2[CH2:25][CH2:24][O:23][CH2:22][CH2:21]2)=[CH:18][CH:17]=1. The yield is 0.970.